This data is from Peptide-MHC class I binding affinity with 185,985 pairs from IEDB/IMGT. The task is: Regression. Given a peptide amino acid sequence and an MHC pseudo amino acid sequence, predict their binding affinity value. This is MHC class I binding data. (1) The peptide sequence is RNPYENILYK. The MHC is HLA-A33:01 with pseudo-sequence HLA-A33:01. The binding affinity (normalized) is 0.0258. (2) The peptide sequence is SLIAIIKGIV. The MHC is HLA-A02:01 with pseudo-sequence HLA-A02:01. The binding affinity (normalized) is 0.387. (3) The peptide sequence is RGYAFKNL. The MHC is H-2-Kb with pseudo-sequence H-2-Kb. The binding affinity (normalized) is 1.00. (4) The peptide sequence is NADTGHSIY. The MHC is HLA-B38:01 with pseudo-sequence HLA-B38:01. The binding affinity (normalized) is 0.0847. (5) The peptide sequence is RIYRKGNPL. The MHC is HLA-B27:05 with pseudo-sequence HLA-B27:05. The binding affinity (normalized) is 0.358. (6) The peptide sequence is LITEQFLCY. The MHC is HLA-B51:01 with pseudo-sequence HLA-B51:01. The binding affinity (normalized) is 0.0847. (7) The peptide sequence is PSDFFYLLF. The MHC is HLA-A30:01 with pseudo-sequence HLA-A30:01. The binding affinity (normalized) is 0.0847. (8) The peptide sequence is RIARFHRPY. The MHC is HLA-A02:01 with pseudo-sequence HLA-A02:01. The binding affinity (normalized) is 0.0847. (9) The peptide sequence is NTILTLTVAW. The MHC is HLA-B44:03 with pseudo-sequence HLA-B44:03. The binding affinity (normalized) is 0.340.